From a dataset of Catalyst prediction with 721,799 reactions and 888 catalyst types from USPTO. Predict which catalyst facilitates the given reaction. (1) Reactant: [NH2:1][C:2]1[CH:3]=[C:4]([C:8]#[C:9][C:10]2[CH:11]=[C:12]([S:19]([NH:22][C:23]([CH3:26])([CH3:25])[CH3:24])(=[O:21])=[O:20])[CH:13]=[C:14]([N+:16]([O-:18])=[O:17])[CH:15]=2)[CH:5]=[CH:6][CH:7]=1.[C:27]([O:31][C:32](O[C:32]([O:31][C:27]([CH3:30])([CH3:29])[CH3:28])=[O:33])=[O:33])([CH3:30])([CH3:29])[CH3:28].C(N(CC)C(C)C)(C)C. Product: [C:23]([NH:22][S:19]([C:12]1[CH:11]=[C:10]([C:9]#[C:8][C:4]2[CH:3]=[C:2]([NH:1][C:32](=[O:33])[O:31][C:27]([CH3:30])([CH3:29])[CH3:28])[CH:7]=[CH:6][CH:5]=2)[CH:15]=[C:14]([N+:16]([O-:18])=[O:17])[CH:13]=1)(=[O:20])=[O:21])([CH3:26])([CH3:25])[CH3:24]. The catalyst class is: 8. (2) Reactant: [CH3:1][O:2][C:3]1[C:8]2=[CH:9][CH:10]=[C:11]3[C:20]([N:19]=[C:18]4[C:13]([CH:14]=[CH:15][CH:16]=[C:17]4[C:21]([OH:23])=O)=[N:12]3)=[C:7]2[CH:6]=[CH:5][CH:4]=1.Cl.[CH3:25][N:26]([CH3:32])[CH2:27][CH:28]([NH2:31])[CH2:29][CH3:30]. Product: [CH3:25][N:26]([CH2:27][CH:28]([NH:31][C:21]([C:17]1[C:18]2[C:13](=[N:12][C:11]3[C:20]([N:19]=2)=[C:7]2[CH:6]=[CH:5][CH:4]=[C:3]([O:2][CH3:1])[C:8]2=[CH:9][CH:10]=3)[CH:14]=[CH:15][CH:16]=1)=[O:23])[CH2:29][CH3:30])[CH3:32]. The catalyst class is: 66. (3) Reactant: Cl[C:2]1[N:7]=[C:6]([NH:8][CH:9]2[CH2:14][CH2:13][CH2:12][CH2:11][CH2:10]2)[C:5]([N+:15]([O-:17])=[O:16])=[CH:4][CH:3]=1.[OH-:18].[K+]. Product: [CH:9]1([NH:8][C:6]2[N:7]=[C:2]([OH:18])[CH:3]=[CH:4][C:5]=2[N+:15]([O-:17])=[O:16])[CH2:14][CH2:13][CH2:12][CH2:11][CH2:10]1. The catalyst class is: 12.